This data is from Catalyst prediction with 721,799 reactions and 888 catalyst types from USPTO. The task is: Predict which catalyst facilitates the given reaction. (1) Product: [ClH:1].[Cl:21][C:22]1[CH:23]=[C:24]([NH:28][C:2]2[C:11]3[C:6](=[C:7]([CH3:15])[CH:8]=[C:9]([S:12][CH2:13][CH3:14])[CH:10]=3)[N:5]=[N:4][C:3]=2[C:16]([NH2:18])=[O:17])[CH:25]=[N:26][CH:27]=1. Reactant: [Cl:1][C:2]1[C:11]2[C:6](=[C:7]([CH3:15])[CH:8]=[C:9]([S:12][CH2:13][CH3:14])[CH:10]=2)[N:5]=[N:4][C:3]=1[C:16]([NH2:18])=[O:17].Cl.Cl.[Cl:21][C:22]1[CH:23]=[C:24]([NH2:28])[CH:25]=[N:26][CH:27]=1. The catalyst class is: 10. (2) Reactant: C([O:3][C:4](=[O:29])[CH2:5][C:6]1[N:14]2[C:9]([CH:10]=[C:11]([C:15]#[N:16])[CH:12]=[CH:13]2)=[C:8]([S:17][C:18]2[CH:23]=[CH:22][C:21]([S:24]([CH3:27])(=[O:26])=[O:25])=[CH:20][CH:19]=2)[C:7]=1[CH3:28])C.O1CCCC1.[OH-].[Li+].Cl. Product: [C:15]([C:11]1[CH:12]=[CH:13][N:14]2[C:9]([CH:10]=1)=[C:8]([S:17][C:18]1[CH:19]=[CH:20][C:21]([S:24]([CH3:27])(=[O:26])=[O:25])=[CH:22][CH:23]=1)[C:7]([CH3:28])=[C:6]2[CH2:5][C:4]([OH:29])=[O:3])#[N:16]. The catalyst class is: 6. (3) Reactant: [F:1][C:2]1[CH:11]=[C:10]2[C:5]([C:6]([O:29][CH3:30])=[CH:7][C:8](=[O:28])[N:9]2[CH2:12][CH2:13][N:14]2[CH2:19][CH2:18][CH:17]([NH:20]C(=O)OC(C)(C)C)[CH2:16][CH2:15]2)=[CH:4][CH:3]=1.Cl. Product: [NH2:20][CH:17]1[CH2:16][CH2:15][N:14]([CH2:13][CH2:12][N:9]2[C:10]3[C:5](=[CH:4][CH:3]=[C:2]([F:1])[CH:11]=3)[C:6]([O:29][CH3:30])=[CH:7][C:8]2=[O:28])[CH2:19][CH2:18]1. The catalyst class is: 12. (4) Reactant: C([O:5][C:6]([C@H:8]1[CH2:12][CH2:11][CH2:10][N:9]1[C:13](=[O:40])[CH2:14][O:15][C:16]1[CH:21]=[C:20]([O:22][CH3:23])[CH:19]=[C:18]([O:24][CH2:25][C:26]([N:28]2[CH2:32][CH2:31][CH2:30][C@@H:29]2[C:33]([O:35]C(C)(C)C)=[O:34])=[O:27])[CH:17]=1)=[O:7])(C)(C)C. Product: [C:33]([C@H:29]1[CH2:30][CH2:31][CH2:32][N:28]1[C:26](=[O:27])[CH2:25][O:24][C:18]1[CH:17]=[C:16]([CH:21]=[C:20]([O:22][CH3:23])[CH:19]=1)[O:15][CH2:14][C:13]([N:9]1[CH2:10][CH2:11][CH2:12][C@@H:8]1[C:6]([OH:7])=[O:5])=[O:40])([OH:35])=[O:34]. The catalyst class is: 55. (5) Reactant: Br[C:2]1[C:3]([F:36])=[C:4]([CH:12]2[C:17]3([C:25]4[C:20](=[CH:21][C:22]([Cl:26])=[CH:23][CH:24]=4)[NH:19][C:18]3=[O:27])[CH:16]([C:28]3[CH:33]=[CH:32][CH:31]=[C:30]([Cl:34])[CH:29]=3)[CH2:15][C:14](=[O:35])[NH:13]2)[C:5]([O:8][CH2:9][CH2:10][OH:11])=[CH:6][CH:7]=1.[C:37]([Si:39]([CH3:42])([CH3:41])[CH3:40])#[CH:38].C(N(CC)CC)C. Product: [Cl:26][C:22]1[CH:21]=[C:20]2[NH:19][C:18](=[O:27])[C:17]3([CH:16]([C:28]4[CH:33]=[CH:32][CH:31]=[C:30]([Cl:34])[CH:29]=4)[CH2:15][C:14](=[O:35])[NH:13][CH:12]3[C:4]3[C:5]([O:8][CH2:9][CH2:10][OH:11])=[CH:6][CH:7]=[C:2]([C:38]#[C:37][Si:39]([CH3:42])([CH3:41])[CH3:40])[C:3]=3[F:36])[C:25]2=[CH:24][CH:23]=1. The catalyst class is: 35. (6) Reactant: [CH3:1][S:2][CH2:3][CH2:4][O:5][C:6]1[CH:7]=[C:8]2[C:12](=[CH:13][CH:14]=1)[N:11](C(OC(C)(C)C)=O)[C:10]([C:22]([O:24][CH2:25][CH3:26])=[O:23])=[CH:9]2.Cl. Product: [CH3:1][S:2][CH2:3][CH2:4][O:5][C:6]1[CH:7]=[C:8]2[C:12](=[CH:13][CH:14]=1)[NH:11][C:10]([C:22]([O:24][CH2:25][CH3:26])=[O:23])=[CH:9]2. The catalyst class is: 523. (7) Reactant: [H-].[H-].[H-].[H-].[Li+].[Al+3].[F:7][C:8]1[CH:13]=[CH:12][C:11]([O:14][CH3:15])=[CH:10][C:9]=1[C:16]1[CH:21]=[CH:20][C:19]([C:22](OC)=[O:23])=[CH:18][C:17]=1[CH2:26][N:27]1[CH2:32][CH2:31][CH2:30][CH2:29][CH2:28]1. Product: [F:7][C:8]1[CH:13]=[CH:12][C:11]([O:14][CH3:15])=[CH:10][C:9]=1[C:16]1[CH:21]=[CH:20][C:19]([CH2:22][OH:23])=[CH:18][C:17]=1[CH2:26][N:27]1[CH2:32][CH2:31][CH2:30][CH2:29][CH2:28]1. The catalyst class is: 49. (8) Reactant: C(O[C:4]([C:6]1[CH2:7][CH2:8][N:9]([C:20]([O:22][C:23]([CH3:26])([CH3:25])[CH3:24])=[O:21])[CH2:10][C:11]=1[NH:12][C:13](=[O:19])[CH2:14][C:15]([O:17][CH3:18])=[O:16])=[O:5])C.C[O-].[Na+].N#N. Product: [CH3:18][O:17][C:15]([C:14]1[C:13](=[O:19])[NH:12][C:11]2[CH2:10][N:9]([C:20]([O:22][C:23]([CH3:24])([CH3:25])[CH3:26])=[O:21])[CH2:8][CH2:7][C:6]=2[C:4]=1[OH:5])=[O:16]. The catalyst class is: 5.